This data is from Catalyst prediction with 721,799 reactions and 888 catalyst types from USPTO. The task is: Predict which catalyst facilitates the given reaction. (1) Reactant: [CH3:1][C:2]1[C:11]([C:12]2[S:13][C:14]([C:23]3[N:27]=[CH:26][N:25]([CH:28]4[CH2:33][CH2:32][CH2:31][CH2:30][O:29]4)[N:24]=3)=[C:15]([C:17]3[CH:22]=[CH:21][CH:20]=[CH:19][CH:18]=3)[N:16]=2)=[C:5]2[CH:6]=[C:7]([OH:10])[CH:8]=[CH:9][N:4]2[N:3]=1.[F:34][C:35]([F:48])([F:47])[S:36](O[S:36]([C:35]([F:48])([F:47])[F:34])(=[O:38])=[O:37])(=[O:38])=[O:37].O.CCOC(C)=O. Product: [F:34][C:35]([F:48])([F:47])[S:36]([O:10][C:7]1[CH:8]=[CH:9][N:4]2[N:3]=[C:2]([CH3:1])[C:11]([C:12]3[S:13][C:14]([C:23]4[N:27]=[CH:26][N:25]([CH:28]5[CH2:33][CH2:32][CH2:31][CH2:30][O:29]5)[N:24]=4)=[C:15]([C:17]4[CH:22]=[CH:21][CH:20]=[CH:19][CH:18]=4)[N:16]=3)=[C:5]2[CH:6]=1)(=[O:38])=[O:37]. The catalyst class is: 17. (2) Reactant: CC1[N:3]([C:8]2[CH:13]=[CH:12][C:11]([O:14][C:15]([F:18])([F:17])[F:16])=[CH:10][C:9]=2[NH:19][C:20]2[N:28]=[C:27]3[C:23]([NH:24][C:25](=[O:35])[N:26]3[CH:29]3[CH2:34][CH2:33][O:32][CH2:31][CH2:30]3)=[C:22]([C:36]3[CH:41]=[CH:40][N:39]=[CH:38][CH:37]=3)[N:21]=2)C(C)=CC=1.Cl.NO. Product: [NH2:3][C:8]1[CH:13]=[CH:12][C:11]([O:14][C:15]([F:18])([F:16])[F:17])=[CH:10][C:9]=1[NH:19][C:20]1[N:28]=[C:27]2[C:23]([NH:24][C:25](=[O:35])[N:26]2[CH:29]2[CH2:34][CH2:33][O:32][CH2:31][CH2:30]2)=[C:22]([C:36]2[CH:37]=[CH:38][N:39]=[CH:40][CH:41]=2)[N:21]=1. The catalyst class is: 40. (3) Reactant: [CH3:1][C:2]1[S:6][C:5]([NH2:7])=[N:4][CH:3]=1.[Cl:8][C:9]1[CH:17]=[CH:16][C:15]([Cl:18])=[CH:14][C:10]=1[C:11](O)=[O:12].C(N(CC)CC)C.CCCP1(OP(CCC)(=O)OP(CCC)(=O)O1)=O. Product: [Cl:8][C:9]1[CH:17]=[CH:16][C:15]([Cl:18])=[CH:14][C:10]=1[C:11]([NH:7][C:5]1[S:6][C:2]([CH3:1])=[CH:3][N:4]=1)=[O:12]. The catalyst class is: 7.